The task is: Predict the product of the given reaction.. This data is from Forward reaction prediction with 1.9M reactions from USPTO patents (1976-2016). (1) Given the reactants Br[C:2]1[N:10]([CH2:11][C@H:12]2[CH2:17][CH2:16][C@H:15]([CH3:18])[CH2:14][CH2:13]2)[C:9]2[C:4](=[N:5][C:6]([C:26]#[N:27])=[N:7][C:8]=2[NH:19][C@@H:20]([CH:22]2[CH2:25][CH2:24][CH2:23]2)[CH3:21])[N:3]=1.C([Sn](CCCC)(CCCC)[C:33]1[S:34][CH:35]=[CH:36][N:37]=1)CCC.C(N(CC)C(C)C)(C)C, predict the reaction product. The product is: [CH:22]1([C@H:20]([NH:19][C:8]2[N:7]=[C:6]([C:26]#[N:27])[N:5]=[C:4]3[C:9]=2[N:10]([CH2:11][C@H:12]2[CH2:17][CH2:16][C@H:15]([CH3:18])[CH2:14][CH2:13]2)[C:2]([C:33]2[S:34][CH:35]=[CH:36][N:37]=2)=[N:3]3)[CH3:21])[CH2:25][CH2:24][CH2:23]1. (2) Given the reactants [NH2:1][C:2]1[CH:7]=[CH:6][CH:5]=[CH:4][C:3]=1Br.[CH3:9][CH:10]([S:12]([NH:15][CH:16]1[CH2:20][CH2:19][CH:18]=[C:17]1[C:21]1[CH:26]=[CH:25][C:24](OS(OC(F)(F)F)=O)=[CH:23][CH:22]=1)(=[O:14])=[O:13])[CH3:11], predict the reaction product. The product is: [NH2:1][C:2]1[CH:7]=[C:6]([C:24]2[CH:23]=[CH:22][C:21]([C:17]3[CH:16]([NH:15][S:12]([CH:10]([CH3:11])[CH3:9])(=[O:14])=[O:13])[CH2:20][CH2:19][CH:18]=3)=[CH:26][CH:25]=2)[CH:5]=[CH:4][CH:3]=1. (3) Given the reactants [C:1]1([C@H:7]([O:9][C:10](=[O:24])[NH:11][C:12]2[CH:16]=[CH:15][O:14][C:13]=2[C:17]2[CH:22]=[CH:21][C:20](Br)=[CH:19][CH:18]=2)[CH3:8])[CH:6]=[CH:5][CH:4]=[CH:3][CH:2]=1.[C:25]1([C:31]2([C:34]([O:36][CH3:37])=[O:35])[CH2:33][CH2:32]2)[CH:30]=[CH:29][CH:28]=[CH:27][CH:26]=1.C([O-])([O-])=O.[K+].[K+].COCCOC, predict the reaction product. The product is: [C:1]1([C@H:7]([O:9][C:10]([NH:11][C:12]2[CH:16]=[CH:15][O:14][C:13]=2[C:17]2[CH:22]=[CH:21][C:20]([C:28]3[CH:29]=[CH:30][C:25]([C:31]4([C:34]([O:36][CH3:37])=[O:35])[CH2:33][CH2:32]4)=[CH:26][CH:27]=3)=[CH:19][CH:18]=2)=[O:24])[CH3:8])[CH:6]=[CH:5][CH:4]=[CH:3][CH:2]=1. (4) Given the reactants [CH2:1]([O:3][CH2:4][C:5]([Cl:7])=[O:6])[CH3:2].[NH2:8][C:9]1[CH:10]=[N:11][C:12]2[C:17]([C:18]=1[NH:19][CH2:20][CH2:21][C:22]1([OH:25])[CH2:24][CH2:23]1)=[CH:16][CH:15]=[CH:14][CH:13]=2, predict the reaction product. The product is: [ClH:7].[CH2:1]([O:3][CH2:4][C:5]([NH:8][C:9]1[CH:10]=[N:11][C:12]2[C:17]([C:18]=1[NH:19][CH2:20][CH2:21][C:22]1([OH:25])[CH2:23][CH2:24]1)=[CH:16][CH:15]=[CH:14][CH:13]=2)=[O:6])[CH3:2]. (5) The product is: [C:28]([C:30]1[CH:35]=[CH:34][C:33]([O:19][CH2:18][CH2:17][CH2:16][CH2:15][C:14]#[C:13][C:10]2[CH:9]=[CH:8][C:7]([CH2:6][C@H:5]([O:20][CH3:21])[C:4]([OH:3])=[O:22])=[CH:12][CH:11]=2)=[CH:32][CH:31]=1)(=[O:29])[C:27]1[CH:36]=[CH:37][CH:24]=[CH:25][CH:26]=1. Given the reactants C([O:3][C:4](=[O:22])[CH:5]([O:20][CH3:21])[CH2:6][C:7]1[CH:12]=[CH:11][C:10]([C:13]#[C:14][CH2:15][CH2:16][CH2:17][CH2:18][OH:19])=[CH:9][CH:8]=1)C.O[C:24]1[CH:37]=[CH:36][C:27]([C:28]([C:30]2[CH:35]=[CH:34][CH:33]=[CH:32][CH:31]=2)=[O:29])=[CH:26][CH:25]=1, predict the reaction product. (6) Given the reactants [C:1]([C:3]1[C:4]([CH3:19])=[CH:5][C:6]([NH:11][C:12](=[O:18])[O:13][C:14]([CH3:17])([CH3:16])[CH3:15])=[N:7][C:8]=1[O:9][CH3:10])#[N:2], predict the reaction product. The product is: [NH2:2][CH2:1][C:3]1[C:4]([CH3:19])=[CH:5][C:6]([NH:11][C:12](=[O:18])[O:13][C:14]([CH3:15])([CH3:16])[CH3:17])=[N:7][C:8]=1[O:9][CH3:10]. (7) Given the reactants [CH:1]1([C:7]2[C:8]3[CH:9]=[CH:10][C:11]([C:39](=[O:47])[NH:40][S:41]([CH:44]([CH3:46])[CH3:45])(=[O:43])=[O:42])=[CH:12][C:13]=3[N:14]3[CH2:20][C:19]([C:21]4[N:25]([CH2:26][CH3:27])[N:24]=[CH:23][C:22]=4[C:28]([O:30]CC)=[O:29])=[CH:18][C:17]4[CH:33]=[C:34]([O:37][CH3:38])[CH:35]=[CH:36][C:16]=4[C:15]=23)[CH2:6][CH2:5][CH2:4][CH2:3][CH2:2]1.CO.[OH-].[Na+], predict the reaction product. The product is: [CH:1]1([C:7]2[C:8]3[CH:9]=[CH:10][C:11]([C:39](=[O:47])[NH:40][S:41]([CH:44]([CH3:46])[CH3:45])(=[O:42])=[O:43])=[CH:12][C:13]=3[N:14]3[CH2:20][C:19]([C:21]4[N:25]([CH2:26][CH3:27])[N:24]=[CH:23][C:22]=4[C:28]([OH:30])=[O:29])=[CH:18][C:17]4[CH:33]=[C:34]([O:37][CH3:38])[CH:35]=[CH:36][C:16]=4[C:15]=23)[CH2:2][CH2:3][CH2:4][CH2:5][CH2:6]1.